Dataset: Full USPTO retrosynthesis dataset with 1.9M reactions from patents (1976-2016). Task: Predict the reactants needed to synthesize the given product. (1) The reactants are: [CH3:1][C:2]1[N:6]=[C:5]([C:7]2[CH:12]=[CH:11][C:10]([N:13]3[CH:22]=[C:21]4[C:15]([CH2:16][CH2:17][NH:18][CH2:19][CH2:20]4)=[N:14]3)=[CH:9][CH:8]=2)[O:4][N:3]=1.[CH3:23][CH:24]([CH3:27])[CH:25]=O.C(O[BH-](OC(=O)C)OC(=O)C)(=O)C.[Na+]. Given the product [CH3:1][C:2]1[N:6]=[C:5]([C:7]2[CH:12]=[CH:11][C:10]([N:13]3[CH:22]=[C:21]4[C:15]([CH2:16][CH2:17][N:18]([CH2:23][CH:24]([CH3:27])[CH3:25])[CH2:19][CH2:20]4)=[N:14]3)=[CH:9][CH:8]=2)[O:4][N:3]=1, predict the reactants needed to synthesize it. (2) Given the product [Cl:1][C:2]1[N:3]=[C:4]([N:18]([CH3:17])[CH:19]([CH3:22])[CH2:20][OH:21])[CH:5]=[C:6]([Cl:8])[N:7]=1, predict the reactants needed to synthesize it. The reactants are: [Cl:1][C:2]1[N:7]=[C:6]([Cl:8])[CH:5]=[C:4](Cl)[N:3]=1.C(N(CC)CC)C.[CH3:17][NH:18][CH:19]([CH3:22])[CH2:20][OH:21]. (3) The reactants are: Br[C:2]1[CH:3]=[N:4][C:5]([Cl:8])=[N:6][CH:7]=1.[C:9]([O:15][CH3:16])(=[O:14])[CH2:10][CH2:11][C:12]#[CH:13].C(N(CC)CC)C.[Cl-].[NH4+]. Given the product [Cl:8][C:5]1[N:4]=[CH:3][C:2]([C:13]#[C:12][CH2:11][CH2:10][C:9]([O:15][CH3:16])=[O:14])=[CH:7][N:6]=1, predict the reactants needed to synthesize it. (4) Given the product [N:25]12[CH2:30][CH2:29][CH:28]([CH2:27][CH2:26]1)[CH:23]([NH:22][C:16]([C:11]1[CH:12]=[CH:13][C:14](=[O:15])[N:9]([C:6]3[CH:5]=[CH:4][C:3]([N:2]([CH3:1])[CH3:19])=[CH:8][CH:7]=3)[CH:10]=1)=[O:18])[CH2:24]2, predict the reactants needed to synthesize it. The reactants are: [CH3:1][N:2]([CH3:19])[C:3]1[CH:8]=[CH:7][C:6]([N:9]2[C:14](=[O:15])[CH:13]=[CH:12][C:11]([C:16]([OH:18])=O)=[CH:10]2)=[CH:5][CH:4]=1.Cl.Cl.[NH2:22][CH:23]1[CH:28]2[CH2:29][CH2:30][N:25]([CH2:26][CH2:27]2)[CH2:24]1.C(CC(CC)([NH-])C)C.CN(C(ON1N=NC2C=CC=NC1=2)=[N+](C)C)C.F[P-](F)(F)(F)(F)F. (5) Given the product [NH2:24][C@@H:12]1[C:11]2[CH:32]=[C:7]([N:8]=[CH:9][CH:10]=2)[C:6]2[N:5]([CH3:4])[N:21]=[CH:20][C:19]=2[NH:18][C:17](=[O:22])[C@H:16]([CH3:23])[CH2:15][CH2:14][CH2:13]1, predict the reactants needed to synthesize it. The reactants are: CCO.[CH3:4][N:5]1[N:21]=[CH:20][C:19]2[NH:18][C:17](=[O:22])[C@H:16]([CH3:23])[CH:15]=[CH:14][CH2:13][C@H:12]([NH:24]C(=O)OC(C)(C)C)[C:11]3[CH:32]=[C:7]([N:8]=[CH:9][CH:10]=3)[C:6]1=2. (6) Given the product [N+:20]([C:8]1[C:9]2[N:10]([N:17]=[N:18][N:19]=2)[C:11]2[C:16]([C:7]=1[OH:1])=[CH:15][CH:14]=[CH:13][CH:12]=2)([O-:22])=[O:21], predict the reactants needed to synthesize it. The reactants are: [OH-:1].[Na+].CC(O)(C)CN[C:7]1[C:16]2[C:11](=[CH:12][CH:13]=[CH:14][CH:15]=2)[N:10]2[N:17]=[N:18][N:19]=[C:9]2[C:8]=1[N+:20]([O-:22])=[O:21]. (7) Given the product [CH3:1][O:2][C:3]1[CH:4]=[C:5]2[C:9](=[CH:10][CH:11]=1)[N:8]([CH2:12][C:13]1[N:18]=[C:17]([C:19]3[NH:20][C:29](=[O:30])[O:22][N:21]=3)[CH:16]=[CH:15][CH:14]=1)[C:7]([C:23]1[CH:28]=[CH:27][CH:26]=[CH:25][CH:24]=1)=[CH:6]2, predict the reactants needed to synthesize it. The reactants are: [CH3:1][O:2][C:3]1[CH:4]=[C:5]2[C:9](=[CH:10][CH:11]=1)[N:8]([CH2:12][C:13]1[N:18]=[C:17]([C:19](=[N:21][OH:22])[NH2:20])[CH:16]=[CH:15][CH:14]=1)[C:7]([C:23]1[CH:28]=[CH:27][CH:26]=[CH:25][CH:24]=1)=[CH:6]2.[C:29](N1C=CN=C1)(N1C=CN=C1)=[O:30].N12CCCN=C1CCCCC2.Cl.